Dataset: Full USPTO retrosynthesis dataset with 1.9M reactions from patents (1976-2016). Task: Predict the reactants needed to synthesize the given product. (1) Given the product [F:16][C:5]1[CH:4]=[CH:3][C:2]([C:22]2[N:26]3[CH:27]=[CH:28][C:29]([C:31]([F:32])([F:33])[F:34])=[N:30][C:25]3=[N:24][CH:23]=2)=[CH:7][C:6]=1[C:8]1[N:15]=[CH:14][CH:13]=[CH:12][C:9]=1[C:10]#[N:11], predict the reactants needed to synthesize it. The reactants are: Br[C:2]1[CH:3]=[CH:4][C:5]([F:16])=[C:6]([C:8]2[N:15]=[CH:14][CH:13]=[CH:12][C:9]=2[C:10]#[N:11])[CH:7]=1.C([Sn](CCCC)(CCCC)[C:22]1[N:26]2[CH:27]=[CH:28][C:29]([C:31]([F:34])([F:33])[F:32])=[N:30][C:25]2=[N:24][CH:23]=1)CCC. (2) Given the product [Br:18][C:10]1[C:3]2[C:2]([Cl:1])=[N:7][CH:6]=[N:5][C:4]=2[NH:8][CH:9]=1, predict the reactants needed to synthesize it. The reactants are: [Cl:1][C:2]1[C:3]2[CH:10]=[CH:9][NH:8][C:4]=2[N:5]=[CH:6][N:7]=1.C1C(=O)N([Br:18])C(=O)C1.O. (3) Given the product [C:14]([C:2]1[CH:12]=[C:11]([Cl:13])[C:5]2[O:6][CH2:7][C:8](=[O:10])[NH:9][C:4]=2[CH:3]=1)(=[O:16])[CH3:15], predict the reactants needed to synthesize it. The reactants are: Br[C:2]1[CH:12]=[C:11]([Cl:13])[C:5]2[O:6][CH2:7][C:8](=[O:10])[NH:9][C:4]=2[CH:3]=1.[CH:14]([O:16]CCCCO)=[CH2:15].C([O-])([O-])=O.[K+].[K+].CN(C=O)C. (4) The reactants are: [H-].[Al+3].[Li+].[H-].[H-].[H-].O=[C:8]1[NH:13][CH2:12][C@@H:11]([C:14](OC)=[O:15])[C@H:10]([C:18]2[CH:23]=[C:22]([F:24])[C:21]([F:25])=[CH:20][C:19]=2[F:26])[CH2:9]1.[OH-].[Na+]. Given the product [F:26][C:19]1[CH:20]=[C:21]([F:25])[C:22]([F:24])=[CH:23][C:18]=1[C@@H:10]1[CH2:9][CH2:8][NH:13][CH2:12][C@H:11]1[CH2:14][OH:15], predict the reactants needed to synthesize it. (5) Given the product [Cl:1][C:2]1[CH:3]=[C:4]2[C:8](=[CH:9][CH:10]=1)[NH:7][CH:6]=[C:5]2[CH2:11][CH2:12][NH:13][C:14](=[O:23])[C:15]1[CH:20]=[CH:19][C:18]([CH2:21][C:30]2[CH:29]=[CH:28][CH:27]=[C:26]([C:25]([F:36])([F:35])[F:24])[CH:31]=2)=[CH:17][CH:16]=1, predict the reactants needed to synthesize it. The reactants are: [Cl:1][C:2]1[CH:3]=[C:4]2[C:8](=[CH:9][CH:10]=1)[NH:7][CH:6]=[C:5]2[CH2:11][CH2:12][NH:13][C:14](=[O:23])[C:15]1[CH:20]=[CH:19][C:18]([CH2:21]Cl)=[CH:17][CH:16]=1.[F:24][C:25]([F:36])([F:35])[C:26]1[CH:27]=[C:28](B(O)O)[CH:29]=[CH:30][CH:31]=1.C(=O)([O-])[O-].[Na+].[Na+].[I-].[Na+]. (6) Given the product [ClH:29].[NH2:1][C:2]([C:4]1[O:5][C:6]2[CH:27]=[CH:26][C:25]([Br:28])=[CH:24][C:7]=2[C:8]=1[NH:9][C:10](=[O:11])[C@@H:12]1[CH2:16][CH2:15][CH2:14][NH:13]1)=[O:3], predict the reactants needed to synthesize it. The reactants are: [NH2:1][C:2]([C:4]1[O:5][C:6]2[CH:27]=[CH:26][C:25]([Br:28])=[CH:24][C:7]=2[C:8]=1[NH:9][C:10]([C@@H:12]1[CH2:16][CH2:15][CH2:14][N:13]1C(OC(C)(C)C)=O)=[O:11])=[O:3].[ClH:29]. (7) Given the product [Br:1][C:2]1[CH:3]=[N:4][C:5]([N:13]2[CH:12]=[C:11]([C:10]([F:17])([F:16])[F:9])[CH:15]=[N:14]2)=[N:6][CH:7]=1, predict the reactants needed to synthesize it. The reactants are: [Br:1][C:2]1[CH:3]=[N:4][C:5](Cl)=[N:6][CH:7]=1.[F:9][C:10]([F:17])([F:16])[C:11]1[CH:12]=[N:13][NH:14][CH:15]=1.C(=O)([O-])[O-].[K+].[K+].CN(C)C=O. (8) Given the product [ClH:42].[CH2:1]([O:3][C:4](=[O:41])[CH2:5][N:6]1[CH2:11][CH2:10][N:9]([C:12]2[CH:17]=[C:16]([NH:18][CH2:19][CH2:20][C:21]3[CH:26]=[CH:25][C:24]([O:27][C:28]([F:31])([F:29])[F:30])=[CH:23][CH:22]=3)[N:15]=[C:14]([O:39][CH3:40])[N:13]=2)[CH2:8][CH2:7]1)[CH3:2], predict the reactants needed to synthesize it. The reactants are: [CH2:1]([O:3][C:4](=[O:41])[CH2:5][N:6]1[CH2:11][CH2:10][N:9]([C:12]2[CH:17]=[C:16]([N:18](C(OC(C)(C)C)=O)[CH2:19][CH2:20][C:21]3[CH:26]=[CH:25][C:24]([O:27][C:28]([F:31])([F:30])[F:29])=[CH:23][CH:22]=3)[N:15]=[C:14]([O:39][CH3:40])[N:13]=2)[CH2:8][CH2:7]1)[CH3:2].[ClH:42]. (9) Given the product [F:13][C:3]1[C:2]([NH2:1])=[CH:11][CH:10]=[C:9]2[C:4]=1[CH2:5][CH2:6][NH:7][CH2:8]2, predict the reactants needed to synthesize it. The reactants are: [NH2:1][C:2]1[C:3]([F:13])=[C:4]2[C:9](=[CH:10][CH:11]=1)[C:8](=O)[NH:7][CH2:6][CH2:5]2.B.CO.